From a dataset of Forward reaction prediction with 1.9M reactions from USPTO patents (1976-2016). Predict the product of the given reaction. (1) Given the reactants C1(P(C2C=CC=CC=2)C2C=CC=CC=2)C=CC=CC=1.COC.P([O-])([O-])([O-])=O.[K+].[K+].[K+].[OH:31][C:32]1[CH:37]=[CH:36][C:35](B2C(=O)C(C)(C)C(C)(C)C2=O)=[CH:34][CH:33]=1.Br[C:50]1[C:59]2[O:60][CH2:61][N:57]3[C:58]=2[C:53]([C:54]([CH2:63][OH:64])=[CH:55][C:56]3=[O:62])=[CH:52][CH:51]=1.Cl, predict the reaction product. The product is: [OH:64][CH2:63][C:54]1[C:53]2[C:58]3=[C:59]([O:60][CH2:61][N:57]3[C:56](=[O:62])[CH:55]=1)[C:50]([C:35]1[CH:36]=[CH:37][C:32]([OH:31])=[CH:33][CH:34]=1)=[CH:51][CH:52]=2. (2) The product is: [CH2:1]([O:8][C:9]([N:11]1[CH2:20][CH2:19][C:18]2[C:17]([NH:39][C:36]3[CH:35]=[C:34]([CH:31]4[CH2:33][CH2:32]4)[NH:38][N:37]=3)=[N:16][C:15]([S:22][CH3:23])=[N:14][C:13]=2[CH2:12]1)=[O:10])[C:2]1[CH:7]=[CH:6][CH:5]=[CH:4][CH:3]=1. Given the reactants [CH2:1]([O:8][C:9]([N:11]1[CH2:20][CH2:19][C:18]2[C:17](Cl)=[N:16][C:15]([S:22][CH3:23])=[N:14][C:13]=2[CH2:12]1)=[O:10])[C:2]1[CH:7]=[CH:6][CH:5]=[CH:4][CH:3]=1.C(N(CC)CC)C.[CH:31]1([C:34]2[NH:38][N:37]=[C:36]([NH2:39])[CH:35]=2)[CH2:33][CH2:32]1, predict the reaction product. (3) The product is: [Cl:22][C:17]1[CH:16]=[C:15]([S:12]([N:11]([C:6]2[CH:7]=[CH:8][CH:9]=[CH:10][C:5]=2[CH2:4][C:3]([OH:24])=[O:2])[CH3:23])(=[O:13])=[O:14])[CH:20]=[CH:19][C:18]=1[Cl:21]. Given the reactants C[O:2][C:3](=[O:24])[CH2:4][C:5]1[CH:10]=[CH:9][CH:8]=[CH:7][C:6]=1[N:11]([CH3:23])[S:12]([C:15]1[CH:20]=[CH:19][C:18]([Cl:21])=[C:17]([Cl:22])[CH:16]=1)(=[O:14])=[O:13].CO.O1CCOCC1.[OH-].[Na+], predict the reaction product. (4) Given the reactants [NH2:1][CH2:2][CH2:3][N:4]1[CH2:9][CH2:8][N:7]([CH2:10][CH:11]([OH:24])[CH2:12][O:13][C:14]2[CH:15]=[CH:16][C:17]3[S:21][C:20]([CH3:22])=[N:19][C:18]=3[CH:23]=2)[CH2:6][CH2:5]1.[C:25]1([S:31](Cl)(=[O:33])=[O:32])[CH:30]=[CH:29][CH:28]=[CH:27][CH:26]=1, predict the reaction product. The product is: [OH:24][C@@H:11]([CH2:12][O:13][C:14]1[CH:15]=[CH:16][C:17]2[S:21][C:20]([CH3:22])=[N:19][C:18]=2[CH:23]=1)[CH2:10][N:7]1[CH2:8][CH2:9][N:4]([CH2:3][CH2:2][NH:1][S:31]([C:25]2[CH:30]=[CH:29][CH:28]=[CH:27][CH:26]=2)(=[O:33])=[O:32])[CH2:5][CH2:6]1. (5) Given the reactants IC.[C:3]([O-])([O-])=O.[K+].[K+].[Cl:9][C:10]1[C:11]([C:29]2[N:33]=[CH:32][NH:31][N:30]=2)=[C:12]([NH:15][C:16](=[O:28])[CH2:17][N:18]2[C:23](=[O:24])[CH:22]=[CH:21][N:20]3[N:25]=[CH:26][CH:27]=[C:19]23)[S:13][CH:14]=1, predict the reaction product. The product is: [Cl:9][C:10]1[C:11]([C:29]2[N:33]=[CH:32][N:31]([CH3:3])[N:30]=2)=[C:12]([NH:15][C:16](=[O:28])[CH2:17][N:18]2[C:23](=[O:24])[CH:22]=[CH:21][N:20]3[N:25]=[CH:26][CH:27]=[C:19]23)[S:13][CH:14]=1.